Dataset: Catalyst prediction with 721,799 reactions and 888 catalyst types from USPTO. Task: Predict which catalyst facilitates the given reaction. (1) Product: [F:2][C:3]1[CH:4]=[C:5]([CH:18]=[CH:19][C:20]=1[N:21]1[CH:25]=[N:24][N:23]=[N:22]1)[CH2:6][O:7][CH2:8][C@@H:9]1[CH2:11][C@@H:10]1[CH:12]1[CH2:17][CH2:16][N:15]([C:27]2[N:32]=[CH:31][C:30]([CH2:33][O:34][CH3:35])=[CH:29][N:28]=2)[CH2:14][CH2:13]1. The catalyst class is: 173. Reactant: [Cl-].[F:2][C:3]1[CH:4]=[C:5]([CH:18]=[CH:19][C:20]=1[N:21]1[CH:25]=[N:24][N:23]=[N:22]1)[CH2:6][O:7][CH2:8][C@@H:9]1[CH2:11][C@@H:10]1[CH:12]1[CH2:17][CH2:16][NH2+:15][CH2:14][CH2:13]1.Cl[C:27]1[N:32]=[CH:31][C:30]([CH2:33][O:34][CH3:35])=[CH:29][N:28]=1.C(=O)([O-])[O-].[Cs+].[Cs+]. (2) Reactant: [CH3:1][O:2][C:3]1[CH:8]=[CH:7][C:6]([NH:9][C:10]2[C:19]3[C:14](=[CH:15][CH:16]=[C:17]([C:20](=[O:23])[NH:21][CH3:22])[CH:18]=3)[N:13]=[CH:12][C:11]=2[C:24]([OH:26])=[O:25])=[CH:5][CH:4]=1.C(N(CC)C(C)C)(C)C.[CH3:36][CH:37](O)[C:38]([O:40][CH3:41])=[O:39]. Product: [CH3:41][O:40][C:38](=[O:39])[CH:37]([O:25][C:24]([C:11]1[CH:12]=[N:13][C:14]2[C:19]([C:10]=1[NH:9][C:6]1[CH:7]=[CH:8][C:3]([O:2][CH3:1])=[CH:4][CH:5]=1)=[CH:18][C:17]([C:20](=[O:23])[NH:21][CH3:22])=[CH:16][CH:15]=2)=[O:26])[CH3:36]. The catalyst class is: 7. (3) Reactant: [Mg].Br[C:3]1[CH:8]=[CH:7][C:6]([F:9])=[CH:5][C:4]=1[CH3:10].CN(C)[CH:13]=[O:14].Cl. Product: [F:9][C:6]1[CH:7]=[CH:8][C:3]([CH:13]=[O:14])=[C:4]([CH3:10])[CH:5]=1. The catalyst class is: 30. (4) Reactant: [C:1]([C@H:5]1[CH2:10][CH2:9][C@H:8]([O:11][C:12]2[CH:13]=[C:14]3[C:19](=[CH:20][CH:21]=2)[N:18]=[C:17]([CH:22]=O)[CH:16]=[CH:15]3)[CH2:7][CH2:6]1)([CH3:4])([CH3:3])[CH3:2].[NH2:24][CH2:25][CH2:26][C:27]([O:29][C:30]([CH3:33])([CH3:32])[CH3:31])=[O:28].C([BH3-])#N.[Na+]. Product: [C:1]([C@H:5]1[CH2:10][CH2:9][C@H:8]([O:11][C:12]2[CH:13]=[C:14]3[C:19](=[CH:20][CH:21]=2)[N:18]=[C:17]([CH2:22][NH:24][CH2:25][CH2:26][C:27]([O:29][C:30]([CH3:33])([CH3:32])[CH3:31])=[O:28])[CH:16]=[CH:15]3)[CH2:7][CH2:6]1)([CH3:4])([CH3:3])[CH3:2]. The catalyst class is: 68.